Predict the reactants needed to synthesize the given product. From a dataset of Full USPTO retrosynthesis dataset with 1.9M reactions from patents (1976-2016). Given the product [CH:1]1([CH2:4][N:5]2[C:9]3[N:10]=[CH:11][N:12]=[C:13]([NH2:14])[C:8]=3[C:7]([C:26]3[CH:25]=[C:24]4[C:29]([CH:30]=[CH:31][C:22]([C:16]5[CH:21]=[CH:20][CH:19]=[CH:18][CH:17]=5)=[N:23]4)=[CH:28][CH:27]=3)=[CH:6]2)[CH2:3][CH2:2]1, predict the reactants needed to synthesize it. The reactants are: [CH:1]1([CH2:4][N:5]2[C:9]3[N:10]=[CH:11][N:12]=[C:13]([NH2:14])[C:8]=3[C:7](I)=[CH:6]2)[CH2:3][CH2:2]1.[C:16]1([C:22]2[CH:31]=[CH:30][C:29]3[C:24](=[CH:25][C:26](B4OC(C)(C)C(C)(C)C4)=[CH:27][CH:28]=3)[N:23]=2)[CH:21]=[CH:20][CH:19]=[CH:18][CH:17]=1.C([O-])([O-])=O.[Na+].[Na+].O.